Task: Predict which catalyst facilitates the given reaction.. Dataset: Catalyst prediction with 721,799 reactions and 888 catalyst types from USPTO (1) The catalyst class is: 1. Product: [CH:20]1([NH:23][C:24]([C:26]2[S:39][C:29]3=[N:30][C:31]([O:9][CH2:8][CH2:7][C:6]4[S:5][CH:4]=[N:3][C:2]=4[CH3:1])=[C:32]([Cl:35])[C:33]([CH3:34])=[C:28]3[C:27]=2[NH2:40])=[O:25])[CH2:22][CH2:21]1. Reactant: [CH3:1][C:2]1[N:3]=[CH:4][S:5][C:6]=1[CH2:7][CH2:8][OH:9].C[Si]([N-][Si](C)(C)C)(C)C.[Li+].[CH:20]1([NH:23][C:24]([C:26]2[S:39][C:29]3=[N:30][C:31](S(C)=O)=[C:32]([Cl:35])[C:33]([CH3:34])=[C:28]3[C:27]=2[NH2:40])=[O:25])[CH2:22][CH2:21]1. (2) Reactant: [F:1][C:2]([F:33])([F:32])[C:3]1[CH:7]=[CH:6][N:5]([CH2:8][C:9]2[CH:10]=[C:11]([C:15]3[CH:19]=[C:18]([CH2:20][CH:21]([CH3:23])[CH3:22])[S:17][C:16]=3[S:24]([NH:27]C(C)(C)C)(=[O:26])=[O:25])[CH:12]=[CH:13][CH:14]=2)[N:4]=1.B(Cl)(Cl)Cl.N1(C2C=CC=CN=2)CCCC1.Cl[C:50]([O:52][CH2:53][CH2:54][CH2:55][CH3:56])=[O:51].C(O)(=O)CC(CC(O)=O)(C(O)=O)O. Product: [CH2:53]([O:52][C:50]([NH:27][S:24]([C:16]1[S:17][C:18]([CH2:20][CH:21]([CH3:23])[CH3:22])=[CH:19][C:15]=1[C:11]1[CH:12]=[CH:13][CH:14]=[C:9]([CH2:8][N:5]2[CH:6]=[CH:7][C:3]([C:2]([F:32])([F:33])[F:1])=[N:4]2)[CH:10]=1)(=[O:25])=[O:26])=[O:51])[CH2:54][CH2:55][CH3:56]. The catalyst class is: 2.